This data is from Reaction yield outcomes from USPTO patents with 853,638 reactions. The task is: Predict the reaction yield, written as a fraction of the theoretical maximum amount of product (1.0 means a 100% yield; for example, 0.34 means a 34% yield). The yield is 0.650. The catalyst is C(O)C. The product is [N:1]1([C:5]2[O:9][N:8]=[C:7]([C:10]3[CH:15]=[CH:14][C:13]([CH3:16])=[C:12]([CH:11]=3)[NH2:17])[N:6]=2)[CH2:4][CH2:3][CH2:2]1. The reactants are [N:1]1([C:5]2[O:9][N:8]=[C:7]([C:10]3[CH:15]=[CH:14][C:13]([CH3:16])=[C:12]([N+:17]([O-])=O)[CH:11]=3)[N:6]=2)[CH2:4][CH2:3][CH2:2]1.O.O.Cl[Sn]Cl.